This data is from Merck oncology drug combination screen with 23,052 pairs across 39 cell lines. The task is: Regression. Given two drug SMILES strings and cell line genomic features, predict the synergy score measuring deviation from expected non-interaction effect. (1) Cell line: LOVO. Synergy scores: synergy=4.94. Drug 1: COc1cccc2c1C(=O)c1c(O)c3c(c(O)c1C2=O)CC(O)(C(=O)CO)CC3OC1CC(N)C(O)C(C)O1. Drug 2: CC1(c2nc3c(C(N)=O)cccc3[nH]2)CCCN1. (2) Drug 1: Cn1nnc2c(C(N)=O)ncn2c1=O. Drug 2: O=C(NOCC(O)CO)c1ccc(F)c(F)c1Nc1ccc(I)cc1F. Cell line: NCIH23. Synergy scores: synergy=-19.2. (3) Drug 1: Cn1c(=O)n(-c2ccc(C(C)(C)C#N)cc2)c2c3cc(-c4cnc5ccccc5c4)ccc3ncc21. Drug 2: CCc1cnn2c(NCc3ccc[n+]([O-])c3)cc(N3CCCCC3CCO)nc12. Cell line: SKMES1. Synergy scores: synergy=8.27.